This data is from Full USPTO retrosynthesis dataset with 1.9M reactions from patents (1976-2016). The task is: Predict the reactants needed to synthesize the given product. (1) Given the product [CH2:36]([O:30][C:29]([CH:28]1[CH2:32][CH2:33][N:25]([C:2]2[CH:11]=[C:10]([NH:12][CH2:13][C:14]3[CH:19]=[CH:18][C:17]([O:20][CH3:21])=[C:16]([Cl:22])[CH:15]=3)[C:9]3[C:4](=[CH:5][CH:6]=[C:7]([C:23]#[N:24])[CH:8]=3)[N:3]=2)[CH2:26][CH2:27]1)=[O:31])[CH3:37], predict the reactants needed to synthesize it. The reactants are: Cl[C:2]1[CH:11]=[C:10]([NH:12][CH2:13][C:14]2[CH:19]=[CH:18][C:17]([O:20][CH3:21])=[C:16]([Cl:22])[CH:15]=2)[C:9]2[C:4](=[CH:5][CH:6]=[C:7]([C:23]#[N:24])[CH:8]=2)[N:3]=1.[NH:25]1[CH2:33][CH2:32][CH:28]([C:29]([OH:31])=[O:30])[CH2:27][CH2:26]1.CN1CC[CH2:37][C:36]1=O. (2) The reactants are: [Cl:1][C:2]1[C:7]([Cl:8])=[CH:6][C:5]([CH2:9]O)=[CH:4][N:3]=1.N1C=CC=CC=1.P(Cl)(Cl)([Cl:19])=O.Cl. Given the product [Cl:1][C:2]1[C:7]([Cl:8])=[CH:6][C:5]([CH2:9][Cl:19])=[CH:4][N:3]=1, predict the reactants needed to synthesize it. (3) Given the product [C:1]([N:5]([C:20](=[O:29])[C:21]1[CH:26]=[C:25]([CH3:27])[CH:24]=[C:23]([CH3:28])[CH:22]=1)[NH:6][C:7](=[O:19])[C:8]1[CH:13]=[CH:12][CH:11]=[C:10]([O:14][CH3:15])[C:9]=1[CH2:16][S:17]([CH3:18])=[O:38])([CH3:4])([CH3:3])[CH3:2], predict the reactants needed to synthesize it. The reactants are: [C:1]([N:5]([C:20](=[O:29])[C:21]1[CH:26]=[C:25]([CH3:27])[CH:24]=[C:23]([CH3:28])[CH:22]=1)[NH:6][C:7](=[O:19])[C:8]1[CH:13]=[CH:12][CH:11]=[C:10]([O:14][CH3:15])[C:9]=1[CH2:16][S:17][CH3:18])([CH3:4])([CH3:3])[CH3:2].ClC1C=CC=C(C(OO)=[O:38])C=1.